Dataset: hERG potassium channel inhibition data for cardiac toxicity prediction from Karim et al.. Task: Regression/Classification. Given a drug SMILES string, predict its toxicity properties. Task type varies by dataset: regression for continuous values (e.g., LD50, hERG inhibition percentage) or binary classification for toxic/non-toxic outcomes (e.g., AMES mutagenicity, cardiotoxicity, hepatotoxicity). Dataset: herg_karim. (1) The drug is CC(C)Cn1c2ccc(Nc3ncccn3)cc2c2c3c(c4c(c21)CCc1nn(C)cc1-4)C(=O)NC3. The result is 0 (non-blocker). (2) The molecule is Cc1nc2ccccc2c(=O)n1-c1ccc(OC2CCCN(C3CCC3)CC2)cc1. The result is 1 (blocker). (3) The molecule is O=C1CCC(c2ccc(Nc3ccncc3)cc2)=NN1. The result is 1 (blocker). (4) The compound is CC(C)(C)NC(=O)n1nc(NCC(=O)NC2CN([C@H]3CC[C@@H](c4ccc5c(c4)OCO5)CC3)C2)c2cc(C(F)(F)F)ccc21. The result is 1 (blocker). (5) The molecule is CC(C)c1cc(CNCCN2CC=C(c3ccccc3)CC2)on1. The result is 1 (blocker). (6) The drug is O=S(=O)(c1ccc(N2CCC2)cc1)C1(F)CCN(CCc2ccc(F)cc2F)CC1. The result is 1 (blocker). (7) The molecule is COc1cc(C2(c3cccc(-c4cncnc4)c3)N=C(N)c3c(F)cccc32)ccn1. The result is 1 (blocker).